Dataset: TCR-epitope binding with 47,182 pairs between 192 epitopes and 23,139 TCRs. Task: Binary Classification. Given a T-cell receptor sequence (or CDR3 region) and an epitope sequence, predict whether binding occurs between them. (1) The epitope is LLFNKVTLA. The TCR CDR3 sequence is CASSYGGGSYEQYF. Result: 0 (the TCR does not bind to the epitope). (2) The epitope is YIFFASFYY. The TCR CDR3 sequence is CASSLVGMPYDEQFF. Result: 1 (the TCR binds to the epitope).